Dataset: Reaction yield outcomes from USPTO patents with 853,638 reactions. Task: Predict the reaction yield, written as a fraction of the theoretical maximum amount of product (1.0 means a 100% yield; for example, 0.34 means a 34% yield). (1) The reactants are [CH3:1][O:2][C:3]1[CH:4]=[C:5]2[C:10](=[CH:11][C:12]=1[O:13][CH3:14])[N:9]=[CH:8][N:7]=[C:6]2[O:15][C:16]1[CH:22]=[CH:21][C:19]([NH2:20])=[CH:18][CH:17]=1.C(N(CC)CC)C.Cl[C:31](Cl)([O:33]C(=O)OC(Cl)(Cl)Cl)Cl.[NH2:42][C:43]1[CH:47]=[C:46]([CH3:48])[O:45][N:44]=1. The catalyst is C(Cl)(Cl)Cl.O. The product is [CH3:1][O:2][C:3]1[CH:4]=[C:5]2[C:10](=[CH:11][C:12]=1[O:13][CH3:14])[N:9]=[CH:8][N:7]=[C:6]2[O:15][C:16]1[CH:22]=[CH:21][C:19]([NH:20][C:31]([NH:42][C:43]2[CH:47]=[C:46]([CH3:48])[O:45][N:44]=2)=[O:33])=[CH:18][CH:17]=1. The yield is 0.352. (2) The product is [CH2:1]([C:3]1[N:4]([S:15]([C:12]2[CH:13]=[CH:14][C:9]([CH3:8])=[CH:10][CH:11]=2)(=[O:17])=[O:16])[CH:5]=[CH:6][CH:7]=1)[CH3:2]. The yield is 0.300. The reactants are [CH2:1]([C:3]1[NH:4][CH:5]=[CH:6][CH:7]=1)[CH3:2].[CH3:8][C:9]1[CH:14]=[CH:13][C:12]([S:15](Cl)(=[O:17])=[O:16])=[CH:11][CH:10]=1.[H-].[Na+]. The catalyst is C1COCC1.CCOC(C)=O. (3) The reactants are [C:1]([C:3]1[CH:8]=[CH:7][C:6]([CH:9]2[CH2:14][CH2:13][N:12]([C:15]([C:17]3[C:18]([CH2:31][CH3:32])=[CH:19][C:20]([CH:27]4[CH2:30][CH2:29][CH2:28]4)=[C:21]([CH:26]=3)[C:22]([O:24]C)=O)=[O:16])[CH2:11][CH2:10]2)=[CH:5][CH:4]=1)#[N:2].O.[NH2:34][NH2:35]. The catalyst is CO. The product is [C:1]([C:3]1[CH:8]=[CH:7][C:6]([CH:9]2[CH2:14][CH2:13][N:12]([C:15]([C:17]3[C:18]([CH2:31][CH3:32])=[CH:19][C:20]([CH:27]4[CH2:30][CH2:29][CH2:28]4)=[C:21]([CH:26]=3)[C:22]([NH:34][NH2:35])=[O:24])=[O:16])[CH2:11][CH2:10]2)=[CH:5][CH:4]=1)#[N:2]. The yield is 0.530. (4) The reactants are Cl[C:2]1[C:7]([CH:8]=[O:9])=[C:6]([NH:10][C:11]2[CH:16]=[CH:15][CH:14]=[CH:13][CH:12]=2)[N:5]=[C:4]([S:17][CH3:18])[N:3]=1.C([O-])([O-])=O.[K+].[K+].[C:25]1(B(O)O)[CH:30]=[CH:29][CH:28]=[CH:27][CH:26]=1. The catalyst is O1CCOCC1.O.[Pd].C1(P(C2C=CC=CC=2)C2C=CC=CC=2)C=CC=CC=1.C1(P(C2C=CC=CC=2)C2C=CC=CC=2)C=CC=CC=1.C1(P(C2C=CC=CC=2)C2C=CC=CC=2)C=CC=CC=1.C1(P(C2C=CC=CC=2)C2C=CC=CC=2)C=CC=CC=1. The product is [CH3:18][S:17][C:4]1[N:3]=[C:2]([C:25]2[CH:30]=[CH:29][CH:28]=[CH:27][CH:26]=2)[C:7]([CH:8]=[O:9])=[C:6]([NH:10][C:11]2[CH:16]=[CH:15][CH:14]=[CH:13][CH:12]=2)[N:5]=1. The yield is 0.700. (5) The reactants are [CH:1]([C:4]1[N:8]=[C:7]([N:9]2[CH2:14][CH2:13][CH:12]([C@H:15]3[CH2:17][C@H:16]3[CH2:18][CH2:19][O:20][C:21]3[CH:26]=[CH:25][C:24]([CH2:27][C:28]([O:30]C)=[O:29])=[CH:23][CH:22]=3)[CH2:11][CH2:10]2)[O:6][N:5]=1)([CH3:3])[CH3:2].[OH-].[Li+].Cl. The catalyst is CO.O. The product is [CH:1]([C:4]1[N:8]=[C:7]([N:9]2[CH2:14][CH2:13][CH:12]([C@H:15]3[CH2:17][C@H:16]3[CH2:18][CH2:19][O:20][C:21]3[CH:22]=[CH:23][C:24]([CH2:27][C:28]([OH:30])=[O:29])=[CH:25][CH:26]=3)[CH2:11][CH2:10]2)[O:6][N:5]=1)([CH3:3])[CH3:2]. The yield is 0.970. (6) The reactants are CS(O)(=O)=O.O=[C:7]1[N:12]([C:13]2[CH:18]=[CH:17][CH:16]=[CH:15][CH:14]=2)N=[C:10](CCC(OCC)=O)[CH2:9][CH2:8]1.[OH-:26].[Na+].[CH2:28]([OH:31])[CH2:29][CH3:30]. The product is [O:31]=[C:28]([O:31][CH2:28][CH2:29][CH3:30])[CH2:29][C:30]1[C:14]2[C:13](=[CH:18][CH:17]=[CH:16][CH:15]=2)[NH:12][C:7]=1[CH2:8][CH2:9][C:10]([O:31][CH2:28][CH2:29][CH3:30])=[O:26]. No catalyst specified. The yield is 0.790. (7) The product is [C:10]([C:8]1[CH:7]=[CH:6][C:5]([O:13][CH2:14][C:15]2[CH:20]=[CH:19][CH:18]=[CH:17][CH:16]=2)=[C:4]([CH:9]=1)[C:3]([OH:21])=[O:2])(=[O:12])[CH3:11]. The reactants are C[O:2][C:3](=[O:21])[C:4]1[CH:9]=[C:8]([C:10](=[O:12])[CH3:11])[CH:7]=[CH:6][C:5]=1[O:13][CH2:14][C:15]1[CH:20]=[CH:19][CH:18]=[CH:17][CH:16]=1.[OH-].[Na+]. The yield is 0.910. The catalyst is CO.O1CCCC1.